Dataset: NCI-60 drug combinations with 297,098 pairs across 59 cell lines. Task: Regression. Given two drug SMILES strings and cell line genomic features, predict the synergy score measuring deviation from expected non-interaction effect. (1) Drug 1: CC1=C(C=C(C=C1)C(=O)NC2=CC(=CC(=C2)C(F)(F)F)N3C=C(N=C3)C)NC4=NC=CC(=N4)C5=CN=CC=C5. Drug 2: CC1C(C(CC(O1)OC2CC(CC3=C2C(=C4C(=C3O)C(=O)C5=CC=CC=C5C4=O)O)(C(=O)C)O)N)O. Cell line: 786-0. Synergy scores: CSS=36.0, Synergy_ZIP=0.361, Synergy_Bliss=-4.07, Synergy_Loewe=-35.9, Synergy_HSA=-4.04. (2) Drug 1: CC1CCC2CC(C(=CC=CC=CC(CC(C(=O)C(C(C(=CC(C(=O)CC(OC(=O)C3CCCCN3C(=O)C(=O)C1(O2)O)C(C)CC4CCC(C(C4)OC)OCCO)C)C)O)OC)C)C)C)OC. Drug 2: CC1C(C(CC(O1)OC2CC(CC3=C2C(=C4C(=C3O)C(=O)C5=C(C4=O)C(=CC=C5)OC)O)(C(=O)CO)O)N)O.Cl. Cell line: SK-OV-3. Synergy scores: CSS=28.1, Synergy_ZIP=-2.94, Synergy_Bliss=0.777, Synergy_Loewe=2.21, Synergy_HSA=4.99. (3) Drug 1: COC1=CC(=CC(=C1O)OC)C2C3C(COC3=O)C(C4=CC5=C(C=C24)OCO5)OC6C(C(C7C(O6)COC(O7)C8=CC=CS8)O)O. Drug 2: CC(C)NC(=O)C1=CC=C(C=C1)CNNC.Cl. Cell line: M14. Synergy scores: CSS=28.8, Synergy_ZIP=-3.88, Synergy_Bliss=-0.101, Synergy_Loewe=-30.3, Synergy_HSA=-4.10. (4) Drug 1: C1C(C(OC1N2C=C(C(=O)NC2=O)F)CO)O. Drug 2: CC1=C(C=C(C=C1)C(=O)NC2=CC(=CC(=C2)C(F)(F)F)N3C=C(N=C3)C)NC4=NC=CC(=N4)C5=CN=CC=C5. Cell line: OVCAR3. Synergy scores: CSS=-7.19, Synergy_ZIP=0.217, Synergy_Bliss=-3.78, Synergy_Loewe=-8.53, Synergy_HSA=-6.04. (5) Drug 1: CCCCC(=O)OCC(=O)C1(CC(C2=C(C1)C(=C3C(=C2O)C(=O)C4=C(C3=O)C=CC=C4OC)O)OC5CC(C(C(O5)C)O)NC(=O)C(F)(F)F)O. Synergy scores: CSS=41.9, Synergy_ZIP=-0.0861, Synergy_Bliss=-2.40, Synergy_Loewe=-2.38, Synergy_HSA=-1.43. Cell line: SR. Drug 2: CC(C)(C#N)C1=CC(=CC(=C1)CN2C=NC=N2)C(C)(C)C#N. (6) Drug 1: C1=CC(=C2C(=C1NCCNCCO)C(=O)C3=C(C=CC(=C3C2=O)O)O)NCCNCCO. Drug 2: C(CN)CNCCSP(=O)(O)O. Cell line: U251. Synergy scores: CSS=49.1, Synergy_ZIP=2.02, Synergy_Bliss=1.42, Synergy_Loewe=-37.6, Synergy_HSA=1.58.